Dataset: Peptide-MHC class I binding affinity with 185,985 pairs from IEDB/IMGT. Task: Regression. Given a peptide amino acid sequence and an MHC pseudo amino acid sequence, predict their binding affinity value. This is MHC class I binding data. (1) The peptide sequence is MPAYIRNTL. The MHC is HLA-B07:02 with pseudo-sequence HLA-B07:02. The binding affinity (normalized) is 0.880. (2) The peptide sequence is AYRLEGDRS. The MHC is H-2-Kd with pseudo-sequence H-2-Kd. The binding affinity (normalized) is 0. (3) The peptide sequence is LLLGLMILL. The MHC is HLA-A02:01 with pseudo-sequence HLA-A02:01. The binding affinity (normalized) is 0.759. (4) The peptide sequence is FHGIFYSIF. The MHC is HLA-B15:17 with pseudo-sequence HLA-B15:17. The binding affinity (normalized) is 0.0847. (5) The peptide sequence is NEEPSDKHI. The MHC is Mamu-A11 with pseudo-sequence Mamu-A11. The binding affinity (normalized) is 0. (6) The peptide sequence is AVRHFPRIW. The MHC is HLA-A01:01 with pseudo-sequence HLA-A01:01. The binding affinity (normalized) is 0.